Dataset: Full USPTO retrosynthesis dataset with 1.9M reactions from patents (1976-2016). Task: Predict the reactants needed to synthesize the given product. (1) Given the product [Cl:9][C:10]1[CH:17]=[CH:16][CH:15]=[CH:14][C:11]=1[CH:12]([OH:13])[CH2:1][CH3:2], predict the reactants needed to synthesize it. The reactants are: [CH:1](=O)[C:2]1C=CC=CC=1.[Cl:9][C:10]1[CH:17]=[CH:16][CH:15]=[CH:14][C:11]=1[CH:12]=[O:13]. (2) The reactants are: C([O:4][C:5]1[CH:10]=[CH:9][CH:8]=[C:7]([Br:11])[CH:6]=1)C=C.C(OCC)(=O)C.C(N(CC)[C:21]1[CH:26]=CC=C[CH:22]=1)C. Given the product [CH2:26]([C:10]1[CH:9]=[CH:8][C:7]([Br:11])=[CH:6][C:5]=1[OH:4])[CH:21]=[CH2:22].[CH2:26]([C:6]1[C:7]([Br:11])=[CH:8][CH:9]=[CH:10][C:5]=1[OH:4])[CH:21]=[CH2:22], predict the reactants needed to synthesize it. (3) Given the product [C:1]1([N:7]2[C:8]3[C:13](=[CH:12][CH:11]=[CH:10][CH:9]=3)[CH:14]([C:26]([OH:28])=[O:27])[C:15]3[CH:16]=[CH:17][CH:18]=[CH:19][C:20]2=3)[CH:2]=[CH:3][CH:4]=[CH:5][CH:6]=1, predict the reactants needed to synthesize it. The reactants are: [C:1]1([N:7]2[C:20]3[C:15](=[CH:16][CH:17]=[CH:18][CH:19]=3)[CH2:14][C:13]3[CH:12]=[CH:11][CH:10]=[CH:9][C:8]2=3)[CH:6]=[CH:5][CH:4]=[CH:3][CH:2]=1.C([Li])CCC.[C:26](=[O:28])=[O:27]. (4) Given the product [CH:1]([O:4][C:5](=[O:25])[NH:6][C:7]1[CH:8]=[CH:9][C:10]([C:13]2[N:14]([CH2:33][CH:34]3[CH2:36][CH2:35]3)[C:15]3[C:20]([C:21]=2[Cl:22])=[CH:19][CH:18]=[C:17]([O:23][CH3:24])[CH:16]=3)=[CH:11][CH:12]=1)([CH3:3])[CH3:2], predict the reactants needed to synthesize it. The reactants are: [CH:1]([O:4][C:5](=[O:25])[NH:6][C:7]1[CH:12]=[CH:11][C:10]([C:13]2[NH:14][C:15]3[C:20]([C:21]=2[Cl:22])=[CH:19][CH:18]=[C:17]([O:23][CH3:24])[CH:16]=3)=[CH:9][CH:8]=1)([CH3:3])[CH3:2].C([O-])([O-])=O.[Cs+].[Cs+].Br[CH2:33][CH:34]1[CH2:36][CH2:35]1.CN(C=O)C. (5) Given the product [CH2:1]([N:8]1[C:12]2[C:13](=[O:23])[N:14]([CH3:22])[C:15]([C:18]([O:20][CH3:21])=[O:19])=[C:16]([O:17][S:31]([C:34]([F:37])([F:36])[F:35])(=[O:33])=[O:32])[C:11]=2[CH:10]=[CH:9]1)[C:2]1[CH:7]=[CH:6][CH:5]=[CH:4][CH:3]=1, predict the reactants needed to synthesize it. The reactants are: [CH2:1]([N:8]1[C:12]2[C:13](=[O:23])[N:14]([CH3:22])[C:15]([C:18]([O:20][CH3:21])=[O:19])=[C:16]([OH:17])[C:11]=2[CH:10]=[CH:9]1)[C:2]1[CH:7]=[CH:6][CH:5]=[CH:4][CH:3]=1.C(N(CC)CC)C.[S:31](O[S:31]([C:34]([F:37])([F:36])[F:35])(=[O:33])=[O:32])([C:34]([F:37])([F:36])[F:35])(=[O:33])=[O:32]. (6) Given the product [CH:1]1([CH2:4][C:5]2[C:6]([C:11]3[CH:16]=[CH:15][N:14]=[C:13]([S:17][CH3:18])[N:12]=3)=[CH:7][N:27]=[C:28]([NH2:30])[N:29]=2)[CH2:2][CH2:3]1, predict the reactants needed to synthesize it. The reactants are: [CH:1]1([CH2:4][C:5](=O)/[C:6](/[C:11]2[CH:16]=[CH:15][N:14]=[C:13]([S:17][CH3:18])[N:12]=2)=[CH:7]\N(C)C)[CH2:3][CH2:2]1.C(=O)([O-])[O-].[K+].[K+].Cl.[NH2:27][C:28]([NH2:30])=[NH:29].